This data is from Forward reaction prediction with 1.9M reactions from USPTO patents (1976-2016). The task is: Predict the product of the given reaction. (1) Given the reactants Br[C:2]1[C:3]2[N:4]([C:16](=[O:31])[N:17]([CH2:19][C:20]3[C:21]([CH3:30])=[N:22][C:23]([C:26]([F:29])([F:28])[F:27])=[CH:24][CH:25]=3)[N:18]=2)[CH:5]=[CH:6][C:7]=1[C:8]1[CH:15]=[CH:14][C:11]([C:12]#[N:13])=[CH:10][CH:9]=1.[C:32]1(B(O)O)[CH:37]=[CH:36][CH:35]=[CH:34][CH:33]=1.[O-]P([O-])([O-])=O.[K+].[K+].[K+].C(Cl)Cl, predict the reaction product. The product is: [CH3:30][C:21]1[C:20]([CH2:19][N:17]2[C:16](=[O:31])[N:4]3[CH:5]=[CH:6][C:7]([C:8]4[CH:9]=[CH:10][C:11]([C:12]#[N:13])=[CH:14][CH:15]=4)=[C:2]([C:32]4[CH:37]=[CH:36][CH:35]=[CH:34][CH:33]=4)[C:3]3=[N:18]2)=[CH:25][CH:24]=[C:23]([C:26]([F:27])([F:29])[F:28])[N:22]=1. (2) Given the reactants Cl[C:2]1[N:7]=[CH:6][C:5]([N:8]2[C:12]3[N:13]=[C:14]([N:42]4[CH2:47][CH2:46][O:45][CH2:44][CH2:43]4)[N:15]=[C:16]([C:17]4[CH:18]=[N:19][C:20]([N:23]([CH2:33][C:34]5[CH:39]=[CH:38][C:37]([O:40][CH3:41])=[CH:36][CH:35]=5)[CH2:24][C:25]5[CH:30]=[CH:29][C:28]([O:31][CH3:32])=[CH:27][CH:26]=5)=[N:21][CH:22]=4)[C:11]=3[CH2:10][CH2:9]2)=[CH:4][CH:3]=1.[CH3:48][N:49]([CH3:56])[CH:50]1[CH2:55][CH2:54][NH:53][CH2:52][CH2:51]1, predict the reaction product. The product is: [CH3:32][O:31][C:28]1[CH:29]=[CH:30][C:25]([CH2:24][N:23]([CH2:33][C:34]2[CH:39]=[CH:38][C:37]([O:40][CH3:41])=[CH:36][CH:35]=2)[C:20]2[N:19]=[CH:18][C:17]([C:16]3[C:11]4[CH2:10][CH2:9][N:8]([C:5]5[CH:4]=[CH:3][C:2]([N:53]6[CH2:54][CH2:55][CH:50]([N:49]([CH3:56])[CH3:48])[CH2:51][CH2:52]6)=[N:7][CH:6]=5)[C:12]=4[N:13]=[C:14]([N:42]4[CH2:47][CH2:46][O:45][CH2:44][CH2:43]4)[N:15]=3)=[CH:22][N:21]=2)=[CH:26][CH:27]=1. (3) Given the reactants C([N:8]1[CH2:13][CH2:12][C:11]2([CH2:17][C:16]3[CH:18]=[C:19]([C:22]([F:25])([F:24])[F:23])[CH:20]=[CH:21][C:15]=3[O:14]2)[CH2:10][CH2:9]1)C1C=CC=CC=1.C(OC(Cl)=O)C, predict the reaction product. The product is: [F:25][C:22]([F:23])([F:24])[C:19]1[CH:20]=[CH:21][C:15]2[O:14][C:11]3([CH2:10][CH2:9][NH:8][CH2:13][CH2:12]3)[CH2:17][C:16]=2[CH:18]=1. (4) Given the reactants C[O:2][C:3]([C:5]1[C:32]([Cl:33])=[CH:31][C:8]2[NH:9][CH2:10][CH:11]([C:13]([N:15]3[CH2:20][CH2:19][C:18]([C:29]#[N:30])([CH2:21][C:22]4[CH:27]=[CH:26][C:25]([F:28])=[CH:24][CH:23]=4)[CH2:17][CH2:16]3)=[O:14])[O:12][C:7]=2[CH:6]=1)=O.[CH3:34][NH2:35], predict the reaction product. The product is: [CH3:34][NH:35][C:3]([C:5]1[C:32]([Cl:33])=[CH:31][C:8]2[NH:9][CH2:10][CH:11]([C:13]([N:15]3[CH2:16][CH2:17][C:18]([C:29]#[N:30])([CH2:21][C:22]4[CH:23]=[CH:24][C:25]([F:28])=[CH:26][CH:27]=4)[CH2:19][CH2:20]3)=[O:14])[O:12][C:7]=2[CH:6]=1)=[O:2]. (5) Given the reactants [OH:1][CH:2]([C:20]1[CH:25]=[CH:24][C:23]([O:26][CH3:27])=[CH:22][CH:21]=1)[CH:3]([CH2:9][C:10]1[CH:15]=[CH:14][C:13]([C:16]([F:19])([F:18])[F:17])=[CH:12][CH:11]=1)[C:4]([O:6]CC)=[O:5].[OH-].[Na+].Cl, predict the reaction product. The product is: [OH:1][CH:2]([C:20]1[CH:21]=[CH:22][C:23]([O:26][CH3:27])=[CH:24][CH:25]=1)[CH:3]([CH2:9][C:10]1[CH:11]=[CH:12][C:13]([C:16]([F:18])([F:19])[F:17])=[CH:14][CH:15]=1)[C:4]([OH:6])=[O:5]. (6) Given the reactants [C:1]1([C@@H:7]([NH:10][C:11]([C:13]2[C:22]3[C:17](=[C:18]([N+:23]([O-])=O)[CH:19]=[CH:20][CH:21]=3)[C:16](=[O:26])[N:15]([C:27]3[CH:32]=[CH:31][CH:30]=[CH:29][CH:28]=3)[C:14]=2[CH3:33])=[O:12])[CH2:8][CH3:9])[CH:6]=[CH:5][CH:4]=[CH:3][CH:2]=1.O1CCCC1, predict the reaction product. The product is: [C:1]1([C@@H:7]([NH:10][C:11]([C:13]2[C:22]3[C:17](=[C:18]([NH2:23])[CH:19]=[CH:20][CH:21]=3)[C:16](=[O:26])[N:15]([C:27]3[CH:32]=[CH:31][CH:30]=[CH:29][CH:28]=3)[C:14]=2[CH3:33])=[O:12])[CH2:8][CH3:9])[CH:6]=[CH:5][CH:4]=[CH:3][CH:2]=1. (7) Given the reactants Cl.[NH2:2][C@H:3]([CH2:12][C:13]1[CH:18]=[CH:17][C:16]([C:19]2[CH:24]=[CH:23][CH:22]=[CH:21][CH:20]=2)=[CH:15][CH:14]=1)[CH2:4][C@@H:5]([CH3:11])[C:6]([O:8][CH2:9][CH3:10])=[O:7].Cl[C:26](=[O:32])[C:27]([O:29][CH2:30][CH3:31])=[O:28].C(N(CC)CC)C, predict the reaction product. The product is: [C:16]1([C:19]2[CH:24]=[CH:23][CH:22]=[CH:21][CH:20]=2)[CH:15]=[CH:14][C:13]([CH2:12][C@@H:3]([NH:2][C:26](=[O:32])[C:27]([O:29][CH2:30][CH3:31])=[O:28])[CH2:4][C@@H:5]([CH3:11])[C:6]([O:8][CH2:9][CH3:10])=[O:7])=[CH:18][CH:17]=1. (8) Given the reactants [F:1][C:2]1[C:3]([O:9][CH3:10])=[C:4]([CH:6]=[CH:7][CH:8]=1)[NH2:5].[CH3:11][O:12][C:13]1[CH:18]=[C:17]([O:19][CH3:20])[N:16]=[C:15]([CH2:21][S:22][CH3:23])[N:14]=1.ClOC(C)(C)C.C[O-].[Na+].[NH4+].[Cl-], predict the reaction product. The product is: [CH3:20][O:19][C:17]1[CH:18]=[C:13]([O:12][CH3:11])[N:14]=[C:15]([CH:21]([S:22][CH3:23])[C:6]2[C:4]([NH2:5])=[C:3]([O:9][CH3:10])[C:2]([F:1])=[CH:8][CH:7]=2)[N:16]=1. (9) The product is: [CH3:1][C:2]1([CH3:14])[CH2:6][CH2:5][N:4]([C:7]2[C:11]([N+:15]([O-:17])=[O:16])=[CH:10][N:9]([CH3:12])[N:8]=2)[C:3]1=[O:13]. Given the reactants [CH3:1][C:2]1([CH3:14])[CH2:6][CH2:5][N:4]([C:7]2[CH:11]=[CH:10][N:9]([CH3:12])[N:8]=2)[C:3]1=[O:13].[N+:15]([O-])([OH:17])=[O:16].C(=O)([O-])O.[Na+], predict the reaction product.